This data is from Forward reaction prediction with 1.9M reactions from USPTO patents (1976-2016). The task is: Predict the product of the given reaction. (1) Given the reactants [F:1][C:2]1[CH:3]=[C:4]([C:8]2[CH:9]=[CH:10][C:11](/[CH:14]=[CH:15]/[CH:16]=O)=[N:12][CH:13]=2)[CH:5]=[CH:6][CH:7]=1.[CH:18]([CH:21]1[CH2:26][C:25](=O)[CH2:24][C:23](=[O:28])[CH2:22]1)([CH3:20])[CH3:19].[NH2:29][C:30]1[NH:34][N:33]=[CH:32][CH:31]=1.[CH2:35]1[CH:37]([CH2:38][C:39]([NH2:41])=[O:40])[CH2:36]1, predict the reaction product. The product is: [F:1][C:2]1[CH:3]=[C:4]([C:8]2[CH:9]=[CH:10][C:11](/[CH:14]=[CH:15]/[CH:16]3[C:24]4[C:23](=[O:28])[CH2:22][CH:21]([CH:18]([CH3:19])[CH3:20])[CH2:26][C:25]=4[NH:29][C:30]4[NH:34][N:33]=[CH:32][C:31]3=4)=[N:12][CH:13]=2)[CH:5]=[CH:6][CH:7]=1.[CH2:36]1[CH:37]([CH2:38][C:39]([NH2:41])=[O:40])[CH2:35]1. (2) Given the reactants [N:1]1[CH:2]=[N:3][N:4]2[CH:9]=[CH:8][C:7]([O:10][C:11]3[CH:16]=[CH:15][C:14]([NH:17][C:18]4[C:27]5[C:22](=[CH:23][CH:24]=[C:25]([NH:28][C:29]([NH:31][C:32]([CH3:36])([CH3:35])[CH2:33][OH:34])=S)[CH:26]=5)[N:21]=[CH:20][N:19]=4)=[CH:13][C:12]=3[CH3:37])=[CH:6][C:5]=12.[OH-].[Na+].C1(C)C=CC(S(Cl)(=O)=O)=CC=1.O, predict the reaction product. The product is: [N:1]1[CH:2]=[N:3][N:4]2[CH:9]=[CH:8][C:7]([O:10][C:11]3[CH:16]=[CH:15][C:14]([NH:17][C:18]4[C:27]5[C:22](=[CH:23][CH:24]=[C:25]([NH:28][C:29]6[O:34][CH2:33][C:32]([CH3:36])([CH3:35])[N:31]=6)[CH:26]=5)[N:21]=[CH:20][N:19]=4)=[CH:13][C:12]=3[CH3:37])=[CH:6][C:5]=12. (3) The product is: [NH2:1][C:2]1[CH:9]=[CH:8][C:7]([B:11]2[O:15][C:14]([CH3:17])([CH3:16])[C:13]([CH3:19])([CH3:18])[O:12]2)=[CH:6][C:3]=1[C:4]#[N:5]. Given the reactants [NH2:1][C:2]1[CH:9]=[CH:8][C:7](Br)=[CH:6][C:3]=1[C:4]#[N:5].[B:11]1([B:11]2[O:15][C:14]([CH3:17])([CH3:16])[C:13]([CH3:19])([CH3:18])[O:12]2)[O:15][C:14]([CH3:17])([CH3:16])[C:13]([CH3:19])([CH3:18])[O:12]1.C([O-])(=O)C.[K+], predict the reaction product. (4) Given the reactants [CH3:1][C:2]1[CH:10]=[C:9]2[C:5]([C:6]([CH2:11][NH2:12])=[CH:7][NH:8]2)=[CH:4][CH:3]=1.[C:13](OC(=O)C)(=[O:15])[CH3:14].N1C=CC=CC=1, predict the reaction product. The product is: [CH3:1][C:2]1[CH:10]=[C:9]2[C:5]([C:6]([CH2:11][NH:12][C:13](=[O:15])[CH3:14])=[CH:7][NH:8]2)=[CH:4][CH:3]=1. (5) Given the reactants [H-].[Al+3].[Li+].[H-].[H-].[H-].[CH2:7]([O:14][C:15]1[CH:19]=[CH:18][S:17][C:16]=1[C:20](OC)=[O:21])[C:8]1[CH:13]=[CH:12][CH:11]=[CH:10][CH:9]=1.O.[OH-].[Na+], predict the reaction product. The product is: [CH2:7]([O:14][C:15]1[CH:19]=[CH:18][S:17][C:16]=1[CH2:20][OH:21])[C:8]1[CH:9]=[CH:10][CH:11]=[CH:12][CH:13]=1. (6) Given the reactants [CH2:1]([N:5]1[C:9]([CH3:10])=[C:8]([C:11]([O:17][Si](C)(C)C)([CH3:16])[C:12]([F:15])([F:14])[F:13])[S:7]/[C:6]/1=[CH:22]\[C:23]([C:25]1[CH:30]=[C:29]([Cl:31])[CH:28]=[CH:27][C:26]=1[O:32][CH3:33])=[O:24])[CH2:2][CH2:3][CH3:4].CCCC[N+](CCCC)(CCCC)CCCC.[F-], predict the reaction product. The product is: [CH2:1]([N:5]1[C:9]([CH3:10])=[C:8]([C:11]([OH:17])([CH3:16])[C:12]([F:15])([F:14])[F:13])[S:7]/[C:6]/1=[CH:22]\[C:23]([C:25]1[CH:30]=[C:29]([Cl:31])[CH:28]=[CH:27][C:26]=1[O:32][CH3:33])=[O:24])[CH2:2][CH2:3][CH3:4]. (7) Given the reactants [Li][CH2:2][CH2:3][CH2:4][CH3:5].[Br-].C([P+](C1C=CC=CC=1)(C1C=CC=CC=1)C1C=CC=CC=1)CC.[N+:29]([C:32]1[CH:33]=[C:34]([CH:37]=[CH:38][CH:39]=1)C=O)([O-:31])=[O:30].[NH4+].[Cl-], predict the reaction product. The product is: [CH:2](/[C:38]1[CH:37]=[CH:34][CH:33]=[C:32]([N+:29]([O-:31])=[O:30])[CH:39]=1)=[CH:3]\[CH2:4][CH3:5].